From a dataset of Full USPTO retrosynthesis dataset with 1.9M reactions from patents (1976-2016). Predict the reactants needed to synthesize the given product. Given the product [CH3:10][CH:11]([CH3:23])[CH2:12][C:13](=[C:25]([C:24]#[N:28])[C:26]#[N:27])[C:15]1[CH:20]=[CH:19][CH:18]=[C:17]([O:21][CH3:22])[CH:16]=1, predict the reactants needed to synthesize it. The reactants are: C[Si](C)(C)N[Si](C)(C)C.[CH3:10][CH:11]([CH3:23])[CH2:12][C:13]([C:15]1[CH:20]=[CH:19][CH:18]=[C:17]([O:21][CH3:22])[CH:16]=1)=O.[C:24](#[N:28])[CH2:25][C:26]#[N:27].